This data is from Reaction yield outcomes from USPTO patents with 853,638 reactions. The task is: Predict the reaction yield, written as a fraction of the theoretical maximum amount of product (1.0 means a 100% yield; for example, 0.34 means a 34% yield). The reactants are [CH2:1]([O:3][C:4](=[O:29])[CH2:5][CH2:6][O:7][CH2:8][C:9]([NH2:28])([CH2:19][O:20][CH2:21][CH2:22][C:23]([O:25][CH2:26][CH3:27])=[O:24])[CH2:10][O:11][CH2:12][CH2:13][C:14]([O:16][CH2:17][CH3:18])=[O:15])[CH3:2].[C:30]([NH:40][CH2:41][CH2:42][C:43](O)=[O:44])([O:32][CH2:33][C:34]1[CH:39]=[CH:38][CH:37]=[CH:36][CH:35]=1)=[O:31].C(N=C=NCCCN(C)C)C. The catalyst is C(Cl)Cl. The product is [CH2:17]([O:16][C:14](=[O:15])[CH2:13][CH2:12][O:11][CH2:10][C:9]([NH:28][C:43](=[O:44])[CH2:42][CH2:41][NH:40][C:30]([O:32][CH2:33][C:34]1[CH:35]=[CH:36][CH:37]=[CH:38][CH:39]=1)=[O:31])([CH2:19][O:20][CH2:21][CH2:22][C:23]([O:25][CH2:26][CH3:27])=[O:24])[CH2:8][O:7][CH2:6][CH2:5][C:4]([O:3][CH2:1][CH3:2])=[O:29])[CH3:18]. The yield is 0.900.